Dataset: Full USPTO retrosynthesis dataset with 1.9M reactions from patents (1976-2016). Task: Predict the reactants needed to synthesize the given product. (1) The reactants are: [OH:1][CH:2]1[CH2:6][CH2:5][N:4]([C:7]([O:9][C:10]([CH3:13])([CH3:12])[CH3:11])=[O:8])[CH2:3]1.O[C:15]1[CH:16]=[N:17][CH:18]=[CH:19][CH:20]=1.C1(P(C2C=CC=CC=2)C2C=CC=CC=2)C=CC=CC=1.CCOC(/N=N/C(OCC)=O)=O. Given the product [N:17]1[CH:18]=[CH:19][CH:20]=[C:15]([O:1][CH:2]2[CH2:6][CH2:5][N:4]([C:7]([O:9][C:10]([CH3:13])([CH3:12])[CH3:11])=[O:8])[CH2:3]2)[CH:16]=1, predict the reactants needed to synthesize it. (2) Given the product [CH2:2]([C:5]1[C:6]([O:16][CH3:17])=[CH:7][CH:8]=[C:9]2[C:14]=1[CH:13]=[C:12]([C@@:19]1([OH:18])[CH2:23][N:22]([C:24]([O:26][CH2:27][CH2:28][Si:29]([CH3:32])([CH3:30])[CH3:31])=[O:25])[C@H:21]([C:33]([O:35][CH3:36])=[O:34])[CH2:20]1)[CH:11]=[CH:10]2)[CH:3]=[CH2:4], predict the reactants needed to synthesize it. The reactants are: [Mg].[CH2:2]([C:5]1[C:14]2[C:9](=[CH:10][CH:11]=[C:12](Br)[CH:13]=2)[CH:8]=[CH:7][C:6]=1[O:16][CH3:17])[CH:3]=[CH2:4].[O:18]=[C:19]1[CH2:23][N:22]([C:24]([O:26][CH2:27][CH2:28][Si:29]([CH3:32])([CH3:31])[CH3:30])=[O:25])[C@H:21]([C:33]([O:35][CH3:36])=[O:34])[CH2:20]1. (3) Given the product [F:12][C:13]([F:30])([F:31])[C:14]1[CH:29]=[CH:28][CH:27]=[CH:26][C:15]=1[C:16]([C:18]1[CH:25]=[CH:24][C:21]([C:22]2[NH:11][C:10]3[CH:9]=[CH:8][C:4]([C:5]([OH:7])=[O:6])=[CH:3][C:2]=3[N:1]=2)=[CH:20][CH:19]=1)=[O:17], predict the reactants needed to synthesize it. The reactants are: [NH2:1][C:2]1[CH:3]=[C:4]([CH:8]=[CH:9][C:10]=1[NH2:11])[C:5]([OH:7])=[O:6].[F:12][C:13]([F:31])([F:30])[C:14]1[CH:29]=[CH:28][CH:27]=[CH:26][C:15]=1[C:16]([C:18]1[CH:25]=[CH:24][C:21]([CH:22]=O)=[CH:20][CH:19]=1)=[O:17]. (4) Given the product [CH3:4][C:2]([O:5][C:6]([NH:8][C:9]1([C:19]([O:21][CH3:22])=[O:20])[CH2:18][CH2:17][C:16]2[C:11](=[CH:12][CH:13]=[CH:14][CH:15]=2)[CH2:10]1)=[O:7])([CH3:1])[CH3:3], predict the reactants needed to synthesize it. The reactants are: [CH3:1][C:2]([O:5][C:6]([NH:8][C:9]1([C:19]([OH:21])=[O:20])[CH2:18][CH2:17][C:16]2[C:11](=[CH:12][CH:13]=[CH:14][CH:15]=2)[CH2:10]1)=[O:7])([CH3:4])[CH3:3].[CH3:22][Si](C=[N+]=[N-])(C)C. (5) Given the product [N:9]1([C:11]2[CH:20]=[CH:19][CH:18]=[C:17]3[C:12]=2[CH:13]=[CH:14][C:15]([C:21]([F:24])([F:22])[F:23])=[N:16]3)[CH2:10][CH2:5][NH:6][CH2:7][CH2:8]1, predict the reactants needed to synthesize it. The reactants are: CC([CH:5]1[CH2:10][N:9]([C:11]2[CH:20]=[CH:19][CH:18]=[C:17]3[C:12]=2[CH:13]=[CH:14][C:15]([C:21]([F:24])([F:23])[F:22])=[N:16]3)[CH2:8][CH2:7][N:6]1C([O-])=O)(C)C. (6) The reactants are: [C:1](C1NC=CN=1)(C1NC=CN=1)=[S:2].[O:13]([C:20]1[CH:26]=[CH:25][CH:24]=[CH:23][C:21]=1[NH2:22])[C:14]1[CH:19]=[CH:18][CH:17]=[CH:16][CH:15]=1. Given the product [O:13]([C:20]1[CH:26]=[CH:25][CH:24]=[CH:23][C:21]=1[N:22]=[C:1]=[S:2])[C:14]1[CH:15]=[CH:16][CH:17]=[CH:18][CH:19]=1, predict the reactants needed to synthesize it. (7) The reactants are: [CH2:1]([N:3]([S:18]([C:21]1[S:22][CH:23]=[CH:24][CH:25]=1)(=[O:20])=[O:19])[C:4]1[CH:5]=[C:6]([CH3:17])[C:7]([CH3:16])=[C:8]2[C:12]=1[NH:11][C:10]([C:13]([NH2:15])=O)=[CH:9]2)[CH3:2].COC1C=CC(P2(SP(C3C=CC(OC)=CC=3)(=S)S2)=[S:35])=CC=1. Given the product [CH2:1]([N:3]([S:18]([C:21]1[S:22][CH:23]=[CH:24][CH:25]=1)(=[O:20])=[O:19])[C:4]1[CH:5]=[C:6]([CH3:17])[C:7]([CH3:16])=[C:8]2[C:12]=1[NH:11][C:10]([C:13](=[S:35])[NH2:15])=[CH:9]2)[CH3:2], predict the reactants needed to synthesize it.